From a dataset of Forward reaction prediction with 1.9M reactions from USPTO patents (1976-2016). Predict the product of the given reaction. Given the reactants [F:1][C:2]1[CH:3]=[C:4]([C:8]2[CH:9]=[C:10]([CH3:33])[C:11]([CH3:32])=[C:12]([CH2:14][NH:15][C:16]3[C:17]([CH3:31])=[C:18]([CH:27]=[CH:28][C:29]=3[CH3:30])[O:19][CH2:20][C:21]([O:23]C(C)C)=[O:22])[CH:13]=2)[CH:5]=[CH:6][CH:7]=1.[OH-].[Na+], predict the reaction product. The product is: [F:1][C:2]1[CH:3]=[C:4]([C:8]2[CH:9]=[C:10]([CH3:33])[C:11]([CH3:32])=[C:12]([CH2:14][NH:15][C:16]3[C:17]([CH3:31])=[C:18]([CH:27]=[CH:28][C:29]=3[CH3:30])[O:19][CH2:20][C:21]([OH:23])=[O:22])[CH:13]=2)[CH:5]=[CH:6][CH:7]=1.